From a dataset of Reaction yield outcomes from USPTO patents with 853,638 reactions. Predict the reaction yield, written as a fraction of the theoretical maximum amount of product (1.0 means a 100% yield; for example, 0.34 means a 34% yield). The reactants are C([O:3][C:4]([CH:6]1[CH2:13][CH:12]2[N:14]([C:15]([C:17]3[CH:37]=[C:20]4[CH2:21][N:22]([C:25]([O:27][CH2:28][C:29]5[CH:34]=[C:33]([Cl:35])[CH:32]=[C:31]([Cl:36])[CH:30]=5)=[O:26])[CH2:23][CH2:24][N:19]4[N:18]=3)=[O:16])[CH:8]([CH2:9][CH2:10][CH2:11]2)[CH2:7]1)=[O:5])C.O.[OH-].[Li+].Cl. The catalyst is C1COCC1.O. The product is [Cl:35][C:33]1[CH:34]=[C:29]([CH:30]=[C:31]([Cl:36])[CH:32]=1)[CH2:28][O:27][C:25]([N:22]1[CH2:23][CH2:24][N:19]2[N:18]=[C:17]([C:15]([N:14]3[CH:8]4[CH2:9][CH2:10][CH2:11][CH:12]3[CH2:13][CH:6]([C:4]([OH:5])=[O:3])[CH2:7]4)=[O:16])[CH:37]=[C:20]2[CH2:21]1)=[O:26]. The yield is 0.430.